From a dataset of Forward reaction prediction with 1.9M reactions from USPTO patents (1976-2016). Predict the product of the given reaction. (1) Given the reactants [Cl:1][C:2]1[CH:34]=[CH:33][C:32]([O:35]C)=[CH:31][C:3]=1[C:4]([NH:6][C:7]1[CH:8]=[N:9][C:10]([NH:13][C:14]2[CH:19]=[CH:18][C:17]([S:20](=[O:30])(=[O:29])[NH:21][CH2:22][CH2:23][N:24]3[CH2:28][CH2:27][CH2:26][CH2:25]3)=[CH:16][CH:15]=2)=[N:11][CH:12]=1)=[O:5].B(Br)(Br)Br, predict the reaction product. The product is: [Cl:1][C:2]1[CH:34]=[CH:33][C:32]([OH:35])=[CH:31][C:3]=1[C:4]([NH:6][C:7]1[CH:8]=[N:9][C:10]([NH:13][C:14]2[CH:15]=[CH:16][C:17]([S:20](=[O:29])(=[O:30])[NH:21][CH2:22][CH2:23][N:24]3[CH2:25][CH2:26][CH2:27][CH2:28]3)=[CH:18][CH:19]=2)=[N:11][CH:12]=1)=[O:5]. (2) Given the reactants [Br:1][C:2]1[CH:3]=[C:4]2[C:15]3([CH2:20][CH2:19][S:18][C:17]([NH:21]C(=O)C4C=CC([N+]([O-])=O)=CC=4)=[N:16]3)[C:14]3[C:9](=[CH:10][CH:11]=[C:12]([I:33])[CH:13]=3)[O:8][C:5]2=[N:6][CH:7]=1.O.[OH-].[Li+], predict the reaction product. The product is: [Br:1][C:2]1[CH:3]=[C:4]2[C:15]3([CH2:20][CH2:19][S:18][C:17]([NH2:21])=[N:16]3)[C:14]3[C:9](=[CH:10][CH:11]=[C:12]([I:33])[CH:13]=3)[O:8][C:5]2=[N:6][CH:7]=1. (3) Given the reactants [Cl:1][C:2]1[CH:3]=[CH:4][C:5]([C@@:8]([NH:27][C:28](=[O:39])OC2C=CC([N+]([O-])=O)=CC=2)([C:16]2[CH:21]=[C:20]([C:22]([F:25])([F:24])[F:23])[CH:19]=[C:18]([F:26])[CH:17]=2)[CH2:9][C:10]2[CH:15]=[CH:14][CH:13]=[CH:12][CH:11]=2)=[N:6][CH:7]=1.Cl.[F:41][C:42]1([F:48])[CH2:46][CH2:45][CH:44]([NH2:47])[CH2:43]1, predict the reaction product. The product is: [Cl:1][C:2]1[CH:3]=[CH:4][C:5]([C@@:8]([NH:27][C:28]([NH:47][CH:44]2[CH2:45][CH2:46][C:42]([F:48])([F:41])[CH2:43]2)=[O:39])([C:16]2[CH:21]=[C:20]([C:22]([F:23])([F:24])[F:25])[CH:19]=[C:18]([F:26])[CH:17]=2)[CH2:9][C:10]2[CH:11]=[CH:12][CH:13]=[CH:14][CH:15]=2)=[N:6][CH:7]=1. (4) Given the reactants C(N(CC)C(C)C)(C)C.[CH:10]1([CH2:13][N:14]2[C:26]3[CH2:25][CH2:24][CH:23]([CH:27]4[CH2:32][CH2:31][O:30][CH2:29][CH2:28]4)[CH2:22][C:21]=3[C:20]3[C:15]2=[CH:16][CH:17]=[C:18]([C:33]([OH:35])=O)[CH:19]=3)[CH2:12][CH2:11]1.Cl.[CH:37]1([NH:40][C:41](=[O:46])[CH2:42][NH:43][CH2:44][CH3:45])[CH2:39][CH2:38]1.CN(C(ON1N=NC2C=CC=NC1=2)=[N+](C)C)C.F[P-](F)(F)(F)(F)F, predict the reaction product. The product is: [CH:37]1([NH:40][C:41](=[O:46])[CH2:42][N:43]([CH2:44][CH3:45])[C:33]([C:18]2[CH:19]=[C:20]3[C:15](=[CH:16][CH:17]=2)[N:14]([CH2:13][CH:10]2[CH2:12][CH2:11]2)[C:26]2[CH2:25][CH2:24][CH:23]([CH:27]4[CH2:32][CH2:31][O:30][CH2:29][CH2:28]4)[CH2:22][C:21]3=2)=[O:35])[CH2:39][CH2:38]1. (5) The product is: [CH3:1][N:2]([CH2:9][C:10]1[CH:11]=[N:12][C:13]([C:16]2[CH:17]=[CH:18][C:19]([S:22]([CH3:25])(=[O:24])=[O:23])=[CH:20][CH:21]=2)=[CH:14][CH:15]=1)[CH:3]1[CH2:8][CH2:7][N:6]([C:27]([O:29][CH2:30][C:31]2[CH:36]=[CH:35][CH:34]=[CH:33][CH:32]=2)=[O:28])[CH2:5][CH2:4]1. Given the reactants [CH3:1][N:2]([CH2:9][C:10]1[CH:11]=[N:12][C:13]([C:16]2[CH:21]=[CH:20][C:19]([S:22]([CH3:25])(=[O:24])=[O:23])=[CH:18][CH:17]=2)=[CH:14][CH:15]=1)[CH:3]1[CH2:8][CH2:7][NH:6][CH2:5][CH2:4]1.Cl[C:27]([O:29][CH2:30][C:31]1[CH:36]=[CH:35][CH:34]=[CH:33][CH:32]=1)=[O:28], predict the reaction product. (6) The product is: [NH2:18][C:12]1[CH:13]=[C:14]([F:17])[CH:15]=[CH:16][C:11]=1[C:9]([NH:8][C@H:7]([C:21]([O:23][CH3:24])=[O:22])[C@@H:6]([CH3:25])[O:5][C:2]([CH3:3])([CH3:4])[CH3:1])=[O:10]. Given the reactants [CH3:1][C:2]([O:5][C@H:6]([CH3:25])[C@@H:7]([C:21]([O:23][CH3:24])=[O:22])[NH:8][C:9]([C:11]1[CH:16]=[CH:15][C:14]([F:17])=[CH:13][C:12]=1[N+:18]([O-])=O)=[O:10])([CH3:4])[CH3:3], predict the reaction product. (7) Given the reactants Br[C:2]1[CH:7]=[CH:6][CH:5]=[C:4]([S:8]([CH2:10][CH:11]2[CH2:16][CH2:15][CH2:14][CH2:13][CH2:12]2)=[O:9])[CH:3]=1.[CH2:17]([NH:20][C:21](=[O:26])[C:22]([F:25])([F:24])[F:23])[CH:18]=[CH2:19], predict the reaction product. The product is: [CH:11]1([CH2:10][S:8]([C:4]2[CH:3]=[C:2](/[CH:19]=[CH:18]/[CH2:17][NH:20][C:21](=[O:26])[C:22]([F:25])([F:24])[F:23])[CH:7]=[CH:6][CH:5]=2)=[O:9])[CH2:16][CH2:15][CH2:14][CH2:13][CH2:12]1. (8) Given the reactants [F:1][C:2]1[CH:27]=[C:26]([I:28])[CH:25]=[CH:24][C:3]=1[NH:4][C:5]1[C:6]([C:21]([NH2:23])=[O:22])=[CH:7][N:8]([CH2:12][CH2:13][O:14]C2CCCCO2)[C:9](=[O:11])[CH:10]=1.Cl, predict the reaction product. The product is: [F:1][C:2]1[CH:27]=[C:26]([I:28])[CH:25]=[CH:24][C:3]=1[NH:4][C:5]1[C:6]([C:21]([NH2:23])=[O:22])=[CH:7][N:8]([CH2:12][CH2:13][OH:14])[C:9](=[O:11])[CH:10]=1.